Dataset: Retrosynthesis with 50K atom-mapped reactions and 10 reaction types from USPTO. Task: Predict the reactants needed to synthesize the given product. (1) Given the product O=C(Nc1cnccn1)C(CC1CCCC1)n1ncc(Oc2ccccc2C(F)(F)F)cc1=O, predict the reactants needed to synthesize it. The reactants are: O=C(Nc1cnccn1)C(Br)CC1CCCC1.O=c1cc(Oc2ccccc2C(F)(F)F)cn[nH]1. (2) Given the product COc1ncc(N2CCOCC2)cc1Br, predict the reactants needed to synthesize it. The reactants are: BrCCOCCBr.COc1ncc(N)cc1Br.